Dataset: Forward reaction prediction with 1.9M reactions from USPTO patents (1976-2016). Task: Predict the product of the given reaction. (1) Given the reactants [CH2:1]([N:8]1[C:12]2=[C:13]([N:20]3[CH2:29][CH2:28][C:27]4[C:22](=[CH:23][CH:24]=[CH:25][CH:26]=4)[CH2:21]3)[N:14]=[C:15]([C:17]([OH:19])=[O:18])[CH:16]=[C:11]2[C:10]([CH3:30])=[C:9]1[CH3:31])[C:2]1[CH:7]=[CH:6][CH:5]=[CH:4][CH:3]=1.[OH-].[K+].I[CH3:35].O, predict the reaction product. The product is: [CH3:35][O:18][C:17]([C:15]1[CH:16]=[C:11]2[C:10]([CH3:30])=[C:9]([CH3:31])[N:8]([CH2:1][C:2]3[CH:3]=[CH:4][CH:5]=[CH:6][CH:7]=3)[C:12]2=[C:13]([N:20]2[CH2:29][CH2:28][C:27]3[C:22](=[CH:23][CH:24]=[CH:25][CH:26]=3)[CH2:21]2)[N:14]=1)=[O:19]. (2) Given the reactants [C:1](=[N:14][NH2:15])([C:8]1[CH:13]=[CH:12][CH:11]=[CH:10][CH:9]=1)[C:2]1[CH:7]=[CH:6][CH:5]=[CH:4][CH:3]=1.Br[C:17]1[CH:22]=[CH:21][C:20]([CH3:23])=[CH:19][CH:18]=1, predict the reaction product. The product is: [C:2]1([C:1]([C:8]2[CH:9]=[CH:10][CH:11]=[CH:12][CH:13]=2)=[N:14][NH:15][C:17]2[CH:22]=[CH:21][C:20]([CH3:23])=[CH:19][CH:18]=2)[CH:7]=[CH:6][CH:5]=[CH:4][CH:3]=1. (3) The product is: [ClH:40].[NH2:1][C:2]1[N:33]([CH2:34][CH3:35])[C:6]2[N:7]=[C:8]([NH:11][C:12]3[CH:17]=[CH:16][C:15]([CH:18]4[CH2:23][CH2:22][NH:21][CH2:20][CH2:19]4)=[CH:14][C:13]=3[O:31][CH3:32])[N:9]=[CH:10][C:5]=2[C:4](=[O:36])[C:3]=1[C:37]([NH2:38])=[O:39]. Given the reactants [NH2:1][C:2]1[N:33]([CH2:34][CH3:35])[C:6]2[N:7]=[C:8]([NH:11][C:12]3[CH:17]=[CH:16][C:15]([CH:18]4[CH2:23][CH2:22][N:21](C(OC(C)(C)C)=O)[CH2:20][CH2:19]4)=[CH:14][C:13]=3[O:31][CH3:32])[N:9]=[CH:10][C:5]=2[C:4](=[O:36])[C:3]=1[C:37](=[O:39])[NH2:38].[ClH:40].CCOCC, predict the reaction product. (4) Given the reactants Br[C:2]1[S:6][CH:5]=[C:4]([C:7]([O:9][CH3:10])=[O:8])[C:3]=1[CH3:11].CC1(C)C(C)(C)OB([C:20]2[CH2:21][N:22]([C:25]([O:27][C:28]([CH3:31])([CH3:30])[CH3:29])=[O:26])[CH2:23][CH:24]=2)O1.CN(C=O)C.C([O-])([O-])=O.[Na+].[Na+], predict the reaction product. The product is: [CH3:10][O:9][C:7]([C:4]1[C:3]([CH3:11])=[C:2]([C:24]2[CH2:23][N:22]([C:25]([O:27][C:28]([CH3:31])([CH3:30])[CH3:29])=[O:26])[CH2:21][CH:20]=2)[S:6][CH:5]=1)=[O:8]. (5) Given the reactants [C:1]([O:4][C@H:5]1[O:31][C@H:30]([CH2:32][O:33][C:34](=[O:36])[CH3:35])[C@@H:25]([O:26][C:27](=[O:29])[CH3:28])[C@H:11]([O:12][C:13](=[O:24])[NH:14]C2C=CC([N+]([O-])=O)=CC=2)[C@@H:6]1[O:7][C:8](=[O:10])[CH3:9])(=[O:3])[CH3:2].C1COCC1.N, predict the reaction product. The product is: [C:1]([O:4][C@H:5]1[O:31][C@H:30]([CH2:32][O:33][C:34](=[O:36])[CH3:35])[C@@H:25]([O:26][C:27](=[O:29])[CH3:28])[C@H:11]([O:12][C:13](=[O:24])[NH2:14])[C@@H:6]1[O:7][C:8](=[O:10])[CH3:9])(=[O:3])[CH3:2]. (6) Given the reactants [CH:1]1([C:4]2[N:16]3[C:7]([C:8]4[CH:9]=[C:10]([C:35]5[CH:40]=[CH:39][CH:38]=[CH:37][CH:36]=5)[C:11]([C:17]5[CH:22]=[CH:21][C:20]([C:23]6([NH:27]C(=O)OC(C)(C)C)[CH2:26][CH2:25][CH2:24]6)=[CH:19][CH:18]=5)=[N:12][C:13]=4[CH:14]=[CH:15]3)=[N:6][N:5]=2)[CH2:3][CH2:2]1.[ClH:41].CCOC(C)=O, predict the reaction product. The product is: [ClH:41].[CH:1]1([C:4]2[N:16]3[C:7]([C:8]4[CH:9]=[C:10]([C:35]5[CH:36]=[CH:37][CH:38]=[CH:39][CH:40]=5)[C:11]([C:17]5[CH:22]=[CH:21][C:20]([C:23]6([NH2:27])[CH2:24][CH2:25][CH2:26]6)=[CH:19][CH:18]=5)=[N:12][C:13]=4[CH:14]=[CH:15]3)=[N:6][N:5]=2)[CH2:2][CH2:3]1. (7) Given the reactants Cl.[NH2:2][C:3]1[C:4]2[C:14]([O:15][CH2:16][C:17]3([NH2:22])[CH2:21][CH2:20][CH2:19][CH2:18]3)=[CH:13][CH:12]=[CH:11][C:5]=2[NH:6][S:7](=[O:10])(=[O:9])[N:8]=1.[C:23](O)(=[O:30])[C:24]1[CH:29]=[CH:28][N:27]=[CH:26][CH:25]=1, predict the reaction product. The product is: [NH2:2][C:3]1[C:4]2[C:14]([O:15][CH2:16][C:17]3([NH:22][C:23](=[O:30])[C:24]4[CH:29]=[CH:28][N:27]=[CH:26][CH:25]=4)[CH2:21][CH2:20][CH2:19][CH2:18]3)=[CH:13][CH:12]=[CH:11][C:5]=2[NH:6][S:7](=[O:10])(=[O:9])[N:8]=1.